From a dataset of Full USPTO retrosynthesis dataset with 1.9M reactions from patents (1976-2016). Predict the reactants needed to synthesize the given product. (1) Given the product [Cl:1][C:2]1[CH:7]=[C:6]([C:8](=[O:10])[CH2:17][C:16]([O:22][CH2:23][CH3:24])=[O:21])[C:5]([Cl:11])=[CH:4][N:3]=1, predict the reactants needed to synthesize it. The reactants are: [Cl:1][C:2]1[CH:7]=[C:6]([C:8]([OH:10])=O)[C:5]([Cl:11])=[CH:4][N:3]=1.O=S(Cl)Cl.[C:16]([O:22][CH2:23][CH3:24])(=[O:21])[CH2:17]C([O-])=O.[K+].[Cl-].[Mg+2].[Cl-]. (2) Given the product [Cl:1][C:2]1[N:7]=[C:6]([NH:16][C:17]2[CH:18]=[C:19]3[C:23](=[CH:24][CH:25]=2)[CH2:22][CH2:21][CH2:20]3)[N:5]=[C:4]([NH:9][C:10]2[CH:15]=[CH:14][CH:13]=[CH:12][CH:11]=2)[N:3]=1, predict the reactants needed to synthesize it. The reactants are: [Cl:1][C:2]1[N:7]=[C:6](Cl)[N:5]=[C:4]([NH:9][C:10]2[CH:15]=[CH:14][CH:13]=[CH:12][CH:11]=2)[N:3]=1.[NH2:16][C:17]1[CH:18]=[C:19]2[C:23](=[CH:24][CH:25]=1)[CH2:22][CH2:21][CH2:20]2. (3) The reactants are: [C:1]([O:5][C:6](=[O:17])[NH:7][CH2:8][CH:9](O)[C:10]1[CH:15]=[CH:14][CH:13]=[CH:12][CH:11]=1)([CH3:4])([CH3:3])[CH3:2].[C:18]1(=[O:28])[NH:22][C:21](=[O:23])[C:20]2=[CH:24][CH:25]=[CH:26][CH:27]=[C:19]12.C1C=CC(P(C2C=CC=CC=2)C2C=CC=CC=2)=CC=1.CCOC(/N=N/C(OCC)=O)=O. Given the product [C:1]([O:5][C:6](=[O:17])[NH:7][CH2:8][CH:9]([N:22]1[C:18](=[O:28])[C:19]2[C:20](=[CH:24][CH:25]=[CH:26][CH:27]=2)[C:21]1=[O:23])[C:10]1[CH:15]=[CH:14][CH:13]=[CH:12][CH:11]=1)([CH3:4])([CH3:3])[CH3:2], predict the reactants needed to synthesize it. (4) Given the product [N+:29]([C:2]1[CH:3]=[C:4]2[C:9](=[CH:10][CH:11]=1)[C:8](=[O:12])[NH:7][C:6](=[O:13])/[C:5]/2=[CH:14]\[NH:15][C:16]1[CH:21]=[CH:20][C:19]([N:22]2[CH2:27][CH2:26][N:25]([CH3:28])[CH2:24][CH2:23]2)=[CH:18][CH:17]=1)([O-:31])=[O:30], predict the reactants needed to synthesize it. The reactants are: Br[C:2]1[CH:3]=[C:4]2[C:9](=[CH:10][CH:11]=1)[C:8](=[O:12])[NH:7][C:6](=[O:13])/[C:5]/2=[CH:14]\[NH:15][C:16]1[CH:21]=[CH:20][C:19]([N:22]2[CH2:27][CH2:26][N:25]([CH3:28])[CH2:24][CH2:23]2)=[CH:18][CH:17]=1.[N+:29](C1C=C2C(=CC=1)C(=O)NC(=O)C2)([O-:31])=[O:30].CN1CCN(CC2C=CC(N)=CC=2)CC1.C(OCC)(OCC)OCC. (5) Given the product [Br:1][C:2]1[CH:10]=[C:9]2[C:5]([C:6]([CH2:13][N:14]([CH3:15])[CH3:20])=[CH:7][NH:8]2)=[CH:4][CH:3]=1, predict the reactants needed to synthesize it. The reactants are: [Br:1][C:2]1[CH:10]=[C:9]2[C:5]([CH:6]=[CH:7][NH:8]2)=[CH:4][CH:3]=1.[Cl-].C[CH:13]=[N+:14]=[CH:15]C.O.[OH-].[Na+].[CH2:20](Cl)Cl. (6) Given the product [F:12][C:13]1[CH:19]=[C:18]([I:20])[CH:17]=[CH:16][C:14]=1[NH:15][C:2]1[CH:7]=[CH:6][CH:5]=[CH:4][C:3]=1[CH2:8][C:9]([OH:11])=[O:10], predict the reactants needed to synthesize it. The reactants are: Br[C:2]1[CH:7]=[CH:6][CH:5]=[CH:4][C:3]=1[CH2:8][C:9]([OH:11])=[O:10].[F:12][C:13]1[CH:19]=[C:18]([I:20])[CH:17]=[CH:16][C:14]=1[NH2:15].